From a dataset of NCI-60 drug combinations with 297,098 pairs across 59 cell lines. Regression. Given two drug SMILES strings and cell line genomic features, predict the synergy score measuring deviation from expected non-interaction effect. (1) Drug 1: CC1C(C(CC(O1)OC2CC(CC3=C2C(=C4C(=C3O)C(=O)C5=C(C4=O)C(=CC=C5)OC)O)(C(=O)C)O)N)O.Cl. Drug 2: CC1=C2C(C(=O)C3(C(CC4C(C3C(C(C2(C)C)(CC1OC(=O)C(C(C5=CC=CC=C5)NC(=O)C6=CC=CC=C6)O)O)OC(=O)C7=CC=CC=C7)(CO4)OC(=O)C)O)C)OC(=O)C. Cell line: COLO 205. Synergy scores: CSS=37.7, Synergy_ZIP=1.80, Synergy_Bliss=3.26, Synergy_Loewe=-5.61, Synergy_HSA=2.39. (2) Drug 1: CC1OCC2C(O1)C(C(C(O2)OC3C4COC(=O)C4C(C5=CC6=C(C=C35)OCO6)C7=CC(=C(C(=C7)OC)O)OC)O)O. Drug 2: COC1=CC(=CC(=C1O)OC)C2C3C(COC3=O)C(C4=CC5=C(C=C24)OCO5)OC6C(C(C7C(O6)COC(O7)C8=CC=CS8)O)O. Cell line: MALME-3M. Synergy scores: CSS=33.2, Synergy_ZIP=-6.29, Synergy_Bliss=4.00, Synergy_Loewe=-17.8, Synergy_HSA=7.36. (3) Drug 1: CNC(=O)C1=CC=CC=C1SC2=CC3=C(C=C2)C(=NN3)C=CC4=CC=CC=N4. Drug 2: CC1C(C(CC(O1)OC2CC(CC3=C2C(=C4C(=C3O)C(=O)C5=CC=CC=C5C4=O)O)(C(=O)C)O)N)O. Cell line: HCC-2998. Synergy scores: CSS=59.5, Synergy_ZIP=-2.58, Synergy_Bliss=0.461, Synergy_Loewe=-24.5, Synergy_HSA=0.836. (4) Synergy scores: CSS=1.51, Synergy_ZIP=-9.89, Synergy_Bliss=-19.3, Synergy_Loewe=-40.8, Synergy_HSA=-18.2. Drug 2: C1=CN(C=N1)CC(O)(P(=O)(O)O)P(=O)(O)O. Cell line: NCI-H226. Drug 1: CC12CCC3C(C1CCC2=O)CC(=C)C4=CC(=O)C=CC34C. (5) Drug 1: CC1=C(C=C(C=C1)NC2=NC=CC(=N2)N(C)C3=CC4=NN(C(=C4C=C3)C)C)S(=O)(=O)N.Cl. Drug 2: C1=CC(=CC=C1CC(C(=O)O)N)N(CCCl)CCCl.Cl. Cell line: HCC-2998. Synergy scores: CSS=4.55, Synergy_ZIP=3.53, Synergy_Bliss=2.21, Synergy_Loewe=-15.3, Synergy_HSA=-9.97. (6) Drug 1: CS(=O)(=O)C1=CC(=C(C=C1)C(=O)NC2=CC(=C(C=C2)Cl)C3=CC=CC=N3)Cl. Drug 2: CC12CCC3C(C1CCC2O)C(CC4=C3C=CC(=C4)O)CCCCCCCCCS(=O)CCCC(C(F)(F)F)(F)F. Cell line: HL-60(TB). Synergy scores: CSS=6.78, Synergy_ZIP=3.88, Synergy_Bliss=11.6, Synergy_Loewe=5.76, Synergy_HSA=5.70. (7) Drug 1: CC1=C2C(C(=O)C3(C(CC4C(C3C(C(C2(C)C)(CC1OC(=O)C(C(C5=CC=CC=C5)NC(=O)OC(C)(C)C)O)O)OC(=O)C6=CC=CC=C6)(CO4)OC(=O)C)OC)C)OC. Drug 2: CN(C)N=NC1=C(NC=N1)C(=O)N. Cell line: OVCAR3. Synergy scores: CSS=30.9, Synergy_ZIP=-5.73, Synergy_Bliss=-10.6, Synergy_Loewe=-32.5, Synergy_HSA=-9.36.